Dataset: NCI-60 drug combinations with 297,098 pairs across 59 cell lines. Task: Regression. Given two drug SMILES strings and cell line genomic features, predict the synergy score measuring deviation from expected non-interaction effect. (1) Drug 2: C(CC(=O)O)C(=O)CN.Cl. Drug 1: C1=NC2=C(N1)C(=S)N=CN2. Synergy scores: CSS=54.3, Synergy_ZIP=-1.77, Synergy_Bliss=1.06, Synergy_Loewe=-17.9, Synergy_HSA=-0.855. Cell line: 786-0. (2) Drug 1: C1=NC(=NC(=O)N1C2C(C(C(O2)CO)O)O)N. Drug 2: C1CN1C2=NC(=NC(=N2)N3CC3)N4CC4. Cell line: T-47D. Synergy scores: CSS=26.0, Synergy_ZIP=-4.48, Synergy_Bliss=4.20, Synergy_Loewe=0.708, Synergy_HSA=3.97.